This data is from Full USPTO retrosynthesis dataset with 1.9M reactions from patents (1976-2016). The task is: Predict the reactants needed to synthesize the given product. (1) Given the product [NH2:1][CH2:4][C@H:5]1[CH2:10][CH2:9][CH2:8][N:7]([C:11]([O:13][C:14]([CH3:17])([CH3:16])[CH3:15])=[O:12])[CH2:6]1, predict the reactants needed to synthesize it. The reactants are: [N:1]([CH2:4][C@H:5]1[CH2:10][CH2:9][CH2:8][N:7]([C:11]([O:13][C:14]([CH3:17])([CH3:16])[CH3:15])=[O:12])[CH2:6]1)=[N+]=[N-].C1(P(C2C=CC=CC=2)C2C=CC=CC=2)C=CC=CC=1.Cl. (2) Given the product [NH2:17][C:14]1[CH:15]=[CH:16][N:12]([CH2:11][CH2:10][N:2]([CH3:1])[C:3](=[O:9])[O:4][C:5]([CH3:6])([CH3:7])[CH3:8])[N:13]=1, predict the reactants needed to synthesize it. The reactants are: [CH3:1][N:2]([CH2:10][CH2:11][N:12]1[CH:16]=[CH:15][C:14]([N+:17]([O-])=O)=[N:13]1)[C:3](=[O:9])[O:4][C:5]([CH3:8])([CH3:7])[CH3:6].[NH4+].[Cl-]. (3) Given the product [CH3:30][S:31]([O:1][CH2:2][CH2:3][CH2:4][CH:5]1[C:14]2[C:9](=[CH:10][C:11]([O:15][CH2:16][O:17][CH3:18])=[CH:12][CH:13]=2)[O:8][CH2:7][C:6]1([C:20]1[CH:21]=[CH:22][C:23]([O:26][CH2:27][O:28][CH3:29])=[CH:24][CH:25]=1)[CH3:19])(=[O:33])=[O:32], predict the reactants needed to synthesize it. The reactants are: [OH:1][CH2:2][CH2:3][CH2:4][CH:5]1[C:14]2[C:9](=[CH:10][C:11]([O:15][CH2:16][O:17][CH3:18])=[CH:12][CH:13]=2)[O:8][CH2:7][C:6]1([C:20]1[CH:25]=[CH:24][C:23]([O:26][CH2:27][O:28][CH3:29])=[CH:22][CH:21]=1)[CH3:19].[CH3:30][S:31](Cl)(=[O:33])=[O:32].C(N(CC)CC)C.O. (4) Given the product [CH3:1][O:2][C:3](=[O:25])[C@@H:4]([NH:17][C:18]([O:20][C:21]([CH3:23])([CH3:22])[CH3:24])=[O:19])[CH2:5][S:6][CH2:7][C:8]1[CH:13]=[CH:12][C:11]([NH2:14])=[CH:10][CH:9]=1, predict the reactants needed to synthesize it. The reactants are: [CH3:1][O:2][C:3](=[O:25])[C@@H:4]([NH:17][C:18]([O:20][C:21]([CH3:24])([CH3:23])[CH3:22])=[O:19])[CH2:5][S:6][CH2:7][C:8]1[CH:13]=[CH:12][C:11]([N+:14]([O-])=O)=[CH:10][CH:9]=1.[Sn](Cl)Cl. (5) Given the product [ClH:21].[CH3:23][O:18][C:16](=[O:17])[CH2:15][CH2:14][CH:11]1[CH2:10][CH2:9][NH:8][CH2:13][CH2:12]1, predict the reactants needed to synthesize it. The reactants are: C(OC([N:8]1[CH2:13][CH2:12][CH:11]([CH2:14][CH2:15][C:16]([OH:18])=[O:17])[CH2:10][CH2:9]1)=O)(C)(C)C.S(Cl)([Cl:21])=O.[CH3:23]O. (6) Given the product [CH2:1]([O:3][C:4](=[O:16])[CH:5]([C:14]#[N:15])[CH:6]([C:7]1[CH:8]=[CH:9][C:10]([Br:13])=[CH:11][CH:12]=1)[C:21]1[CH:22]=[CH:23][C:18]([Cl:17])=[C:19]([F:26])[CH:20]=1)[CH3:2], predict the reactants needed to synthesize it. The reactants are: [CH2:1]([O:3][C:4](=[O:16])[C:5]([C:14]#[N:15])=[CH:6][C:7]1[CH:12]=[CH:11][C:10]([Br:13])=[CH:9][CH:8]=1)[CH3:2].[Cl:17][C:18]1[CH:23]=[CH:22][C:21]([Mg]Br)=[CH:20][C:19]=1[F:26].Cl. (7) Given the product [CH3:1][O:2][C:3]1[C:4](=[O:25])[C:5]([CH3:24])=[C:6]([CH2:12][C:13]2[CH:14]=[CH:15][C:16]([CH2:19][CH2:20][C:21]([NH:34][CH2:26][CH2:27][C:28]3[CH:33]=[CH:32][CH:31]=[CH:30][CH:29]=3)=[O:22])=[CH:17][CH:18]=2)[C:7](=[O:11])[C:8]=1[O:9][CH3:10], predict the reactants needed to synthesize it. The reactants are: [CH3:1][O:2][C:3]1[C:4](=[O:25])[C:5]([CH3:24])=[C:6]([CH2:12][C:13]2[CH:18]=[CH:17][C:16]([CH2:19][CH2:20][C:21](O)=[O:22])=[CH:15][CH:14]=2)[C:7](=[O:11])[C:8]=1[O:9][CH3:10].[CH2:26]([NH2:34])[CH2:27][C:28]1[CH:33]=[CH:32][CH:31]=[CH:30][CH:29]=1.